This data is from NCI-60 drug combinations with 297,098 pairs across 59 cell lines. The task is: Regression. Given two drug SMILES strings and cell line genomic features, predict the synergy score measuring deviation from expected non-interaction effect. (1) Drug 1: CCC1(CC2CC(C3=C(CCN(C2)C1)C4=CC=CC=C4N3)(C5=C(C=C6C(=C5)C78CCN9C7C(C=CC9)(C(C(C8N6C=O)(C(=O)OC)O)OC(=O)C)CC)OC)C(=O)OC)O.OS(=O)(=O)O. Drug 2: C1CN(P(=O)(OC1)NCCCl)CCCl. Cell line: A549. Synergy scores: CSS=1.08, Synergy_ZIP=1.12, Synergy_Bliss=3.95, Synergy_Loewe=1.39, Synergy_HSA=1.92. (2) Drug 1: CC1=C2C(C(=O)C3(C(CC4C(C3C(C(C2(C)C)(CC1OC(=O)C(C(C5=CC=CC=C5)NC(=O)OC(C)(C)C)O)O)OC(=O)C6=CC=CC=C6)(CO4)OC(=O)C)OC)C)OC. Drug 2: CC1=C2C(C(=O)C3(C(CC4C(C3C(C(C2(C)C)(CC1OC(=O)C(C(C5=CC=CC=C5)NC(=O)C6=CC=CC=C6)O)O)OC(=O)C7=CC=CC=C7)(CO4)OC(=O)C)O)C)OC(=O)C. Cell line: OVCAR-4. Synergy scores: CSS=52.1, Synergy_ZIP=0.836, Synergy_Bliss=0.314, Synergy_Loewe=2.84, Synergy_HSA=5.56. (3) Drug 1: CC1=C2C(C(=O)C3(C(CC4C(C3C(C(C2(C)C)(CC1OC(=O)C(C(C5=CC=CC=C5)NC(=O)OC(C)(C)C)O)O)OC(=O)C6=CC=CC=C6)(CO4)OC(=O)C)OC)C)OC. Drug 2: CCCS(=O)(=O)NC1=C(C(=C(C=C1)F)C(=O)C2=CNC3=C2C=C(C=N3)C4=CC=C(C=C4)Cl)F. Cell line: BT-549. Synergy scores: CSS=44.5, Synergy_ZIP=1.23, Synergy_Bliss=-1.64, Synergy_Loewe=-33.2, Synergy_HSA=-2.46. (4) Drug 1: C1=CC(=CC=C1CCC2=CNC3=C2C(=O)NC(=N3)N)C(=O)NC(CCC(=O)O)C(=O)O. Drug 2: C1=C(C(=O)NC(=O)N1)N(CCCl)CCCl. Cell line: UO-31. Synergy scores: CSS=21.9, Synergy_ZIP=-13.9, Synergy_Bliss=-10.5, Synergy_Loewe=-7.78, Synergy_HSA=-5.91. (5) Drug 1: CS(=O)(=O)OCCCCOS(=O)(=O)C. Drug 2: C1CN(P(=O)(OC1)NCCCl)CCCl. Cell line: SF-268. Synergy scores: CSS=4.74, Synergy_ZIP=-1.57, Synergy_Bliss=-1.49, Synergy_Loewe=-3.70, Synergy_HSA=-2.11. (6) Drug 1: CCC1(CC2CC(C3=C(CCN(C2)C1)C4=CC=CC=C4N3)(C5=C(C=C6C(=C5)C78CCN9C7C(C=CC9)(C(C(C8N6C)(C(=O)OC)O)OC(=O)C)CC)OC)C(=O)OC)O. Drug 2: CC1CC(C(C(C=C(C(C(C=CC=C(C(=O)NC2=CC(=O)C(=C(C1)C2=O)OC)C)OC)OC(=O)N)C)C)O)OC. Cell line: HT29. Synergy scores: CSS=62.1, Synergy_ZIP=-3.83, Synergy_Bliss=-7.36, Synergy_Loewe=-6.46, Synergy_HSA=-4.04. (7) Drug 1: CN(C)C1=NC(=NC(=N1)N(C)C)N(C)C. Drug 2: CC1C(C(CC(O1)OC2CC(CC3=C2C(=C4C(=C3O)C(=O)C5=C(C4=O)C(=CC=C5)OC)O)(C(=O)CO)O)N)O.Cl. Cell line: BT-549. Synergy scores: CSS=53.4, Synergy_ZIP=4.93, Synergy_Bliss=6.21, Synergy_Loewe=-20.6, Synergy_HSA=2.44. (8) Drug 1: CC1=C2C(C(=O)C3(C(CC4C(C3C(C(C2(C)C)(CC1OC(=O)C(C(C5=CC=CC=C5)NC(=O)OC(C)(C)C)O)O)OC(=O)C6=CC=CC=C6)(CO4)OC(=O)C)OC)C)OC. Drug 2: C(CN)CNCCSP(=O)(O)O. Cell line: T-47D. Synergy scores: CSS=14.4, Synergy_ZIP=-1.65, Synergy_Bliss=-5.05, Synergy_Loewe=-25.5, Synergy_HSA=-5.00.